Dataset: Reaction yield outcomes from USPTO patents with 853,638 reactions. Task: Predict the reaction yield, written as a fraction of the theoretical maximum amount of product (1.0 means a 100% yield; for example, 0.34 means a 34% yield). (1) The reactants are Cl.[F:2][C@@:3]12[C@:16]3([CH3:17])[C:11](=[CH:12][C:13](=[O:18])[CH:14]=[CH:15]3)[C@@H:10]([F:19])[CH2:9][C@H:8]1[C@@H:7]1[CH2:20][C@@H:21]3[C@:25]([C:26](=[O:32])[CH2:27][O:28][C:29](=[O:31])[CH3:30])([C@@:6]1([CH3:33])[CH2:5][C@@H:4]2[OH:34])[CH2:24][NH:23][CH2:22]3.FC(F)(F)S(O[C:41]1[CH:46]=[CH:45][CH:44]=[CH:43][C:42]=1[Si](C)(C)C)(=O)=O.[F-].[Cs+]. The catalyst is C(#N)C.O. The product is [F:2][C@@:3]12[C@:16]3([CH3:17])[C:11](=[CH:12][C:13](=[O:18])[CH:14]=[CH:15]3)[C@@H:10]([F:19])[CH2:9][C@H:8]1[C@@H:7]1[CH2:20][C@@H:21]3[C@:25]([C:26](=[O:32])[CH2:27][O:28][C:29](=[O:31])[CH3:30])([C@@:6]1([CH3:33])[CH2:5][C@@H:4]2[OH:34])[CH2:24][N:23]([C:41]1[CH:46]=[CH:45][CH:44]=[CH:43][CH:42]=1)[CH2:22]3. The yield is 0.303. (2) The reactants are [Br:1][CH2:2][CH2:3][CH2:4][CH2:5][CH2:6][CH2:7][CH2:8][CH2:9]C=O.[CH3:12][O:13][CH:14](OC)[O:15][CH3:16].Cl. The catalyst is O1CCOCC1.C(=O)(O)[O-].[Na+].CO. The product is [Br:1][CH2:2][CH2:3][CH2:4][CH2:5][CH2:6][CH2:7][CH2:8][CH2:9][CH:14]([O:15][CH3:16])[O:13][CH3:12]. The yield is 0.970.